This data is from Forward reaction prediction with 1.9M reactions from USPTO patents (1976-2016). The task is: Predict the product of the given reaction. (1) Given the reactants C([Sn](C#N)(CCCC)CCCC)CCC.C(OC(C1C=C(C2C=CC(OS(C(F)(F)F)(=O)=O)=CN=2)N(C2C=CC=CC=2)N=1)=O)C.C([O:48][C:49]([C:51]1[CH:55]=[C:54]([C:56]2[CH:61]=[CH:60][C:59]([C:62]#[N:63])=[CH:58][N:57]=2)[N:53]([C:64]2[CH:69]=[CH:68][CH:67]=[CH:66][CH:65]=2)[N:52]=1)=[O:50])C.O.[OH-].[Li+], predict the reaction product. The product is: [C:62]([C:59]1[CH:60]=[CH:61][C:56]([C:54]2[N:53]([C:64]3[CH:69]=[CH:68][CH:67]=[CH:66][CH:65]=3)[N:52]=[C:51]([C:49]([OH:50])=[O:48])[CH:55]=2)=[N:57][CH:58]=1)#[N:63]. (2) Given the reactants C1([C@@H](N[C:10](=[O:19])[CH2:11][C@H:12]([CH2:17][OH:18])[CH2:13][CH2:14][CH2:15][CH3:16])C)C=CC=CC=1, predict the reaction product. The product is: [CH2:13]([C@H:12]1[CH2:17][O:18][C:10](=[O:19])[CH2:11]1)[CH2:14][CH2:15][CH3:16]. (3) The product is: [N:1]1([C:2]2[CH:7]=[CH:6][C:5]([N:8]3[CH:13]=[CH:12][CH:11]=[CH:10][C:9]3=[O:14])=[CH:4][CH:3]=2)[CH2:21][CH2:20][NH:19][CH2:18][CH2:17]1. Given the reactants [NH2:1][C:2]1[CH:7]=[CH:6][C:5]([N:8]2[CH:13]=[CH:12][CH:11]=[CH:10][C:9]2=[O:14])=[CH:4][CH:3]=1.Cl.Cl[CH2:17][CH2:18][NH:19][CH2:20][CH2:21]Cl.C(=O)([O-])[O-].[K+].[K+], predict the reaction product. (4) The product is: [NH2:19][C:14]1[CH:15]=[CH:16][CH:17]=[CH:18][C:13]=1[C:11]1[N:12]=[C:8]([CH2:7][CH2:6][CH2:5][CH2:4][C:3]([OH:20])=[O:2])[O:9][CH:10]=1. Given the reactants C[O:2][C:3](=[O:20])[CH2:4][CH2:5][CH2:6][CH2:7][C:8]1[O:9][CH:10]=[C:11]([C:13]2[CH:18]=[CH:17][CH:16]=[CH:15][C:14]=2[NH2:19])[N:12]=1.C1COCC1.[OH-].[Na+], predict the reaction product. (5) Given the reactants C(N(CC)CC)C.Cl.[Br:9][C:10]1[CH:11]=[C:12]2[C:17](=[CH:18][CH:19]=1)[CH2:16][NH:15][CH2:14][CH2:13]2.[C:20](O[C:20]([O:22][C:23]([CH3:26])([CH3:25])[CH3:24])=[O:21])([O:22][C:23]([CH3:26])([CH3:25])[CH3:24])=[O:21], predict the reaction product. The product is: [Br:9][C:10]1[CH:11]=[C:12]2[C:17](=[CH:18][CH:19]=1)[CH2:16][N:15]([C:20]([O:22][C:23]([CH3:26])([CH3:25])[CH3:24])=[O:21])[CH2:14][CH2:13]2. (6) Given the reactants [Br:1][C:2]1[CH:3]=[C:4]([CH:7]=[C:8]([C:10]([F:13])([F:12])[F:11])[CH:9]=1)[CH:5]=[O:6].C1(C)C=CC(S([CH2:23][N+:24]#[C-:25])(=O)=O)=CC=1.C(=O)([O-])[O-].[K+].[K+], predict the reaction product. The product is: [Br:1][C:2]1[CH:3]=[C:4]([C:5]2[O:6][CH:25]=[N:24][CH:23]=2)[CH:7]=[C:8]([C:10]([F:11])([F:12])[F:13])[CH:9]=1. (7) Given the reactants N#N.[CH3:3][C:4]1([C:9]2[CH:10]=[C:11]([CH:21]=[CH:22][CH:23]=2)[CH2:12][N:13]2[CH:17]=[C:16]([N+:18]([O-])=O)[CH:15]=[N:14]2)[O:8][CH2:7][CH2:6][O:5]1.[NH4+].[Cl-], predict the reaction product. The product is: [CH3:3][C:4]1([C:9]2[CH:10]=[C:11]([CH:21]=[CH:22][CH:23]=2)[CH2:12][N:13]2[CH:17]=[C:16]([NH2:18])[CH:15]=[N:14]2)[O:8][CH2:7][CH2:6][O:5]1. (8) Given the reactants [Cl:1][C:2]1[C:3]([O:12][C:13]2[CH:18]=[C:17]([O:19][CH2:20][CH2:21][O:22][CH3:23])[CH:16]=[CH:15][C:14]=2[CH2:24][OH:25])=[N:4][CH:5]=[C:6]([C:8]([F:11])([F:10])[F:9])[CH:7]=1.[CH2:26]([S:31]([NH2:34])(=[O:33])=[O:32])[CH2:27][CH2:28][CH2:29][CH3:30].N12CCCN=C1CCCCC2.Cl.CN(C)[CH:49]=[O:50], predict the reaction product. The product is: [CH2:26]([S:31]([NH:34][C:49](=[O:50])[O:25][CH2:24][C:14]1[CH:15]=[CH:16][C:17]([O:19][CH2:20][CH2:21][O:22][CH3:23])=[CH:18][C:13]=1[O:12][C:3]1[C:2]([Cl:1])=[CH:7][C:6]([C:8]([F:9])([F:11])[F:10])=[CH:5][N:4]=1)(=[O:33])=[O:32])[CH2:27][CH2:28][CH2:29][CH3:30].